The task is: Predict the reactants needed to synthesize the given product.. This data is from Full USPTO retrosynthesis dataset with 1.9M reactions from patents (1976-2016). (1) Given the product [C:19]([C:17]1[CH:16]=[CH:15][C:14]([O:23][CH2:24][O:25][CH2:26][CH2:27][O:28][CH3:29])=[C:13]([B:30]([OH:33])[OH:31])[CH:18]=1)([CH3:22])([CH3:21])[CH3:20], predict the reactants needed to synthesize it. The reactants are: C([Li])CCC.CCCCCC.Br[C:13]1[CH:18]=[C:17]([C:19]([CH3:22])([CH3:21])[CH3:20])[CH:16]=[CH:15][C:14]=1[O:23][CH2:24][O:25][CH2:26][CH2:27][O:28][CH3:29].[B:30](OC)([O:33]C)[O:31]C. (2) Given the product [CH3:17][O:16][C:13]1[CH:14]=[CH:15][C:10]([C:9]#[C:8][C:6]2[CH:5]=[N:4][C:3]3[C:2]([CH:7]=2)=[C:25]2[CH:24]=[CH:23][C:22]([CH3:21])=[CH:27][C:26]2=[N:28][C:19]=3[NH2:20])=[C:11]([CH3:18])[CH:12]=1, predict the reactants needed to synthesize it. The reactants are: Cl[C:2]1[C:3]([C:19]#[N:20])=[N:4][CH:5]=[C:6]([C:8]#[C:9][C:10]2[CH:15]=[CH:14][C:13]([O:16][CH3:17])=[CH:12][C:11]=2[CH3:18])[CH:7]=1.[CH3:21][C:22]1[CH:23]=[CH:24][C:25](B2OC(C)(C)C(C)(C)O2)=[C:26]([NH:28]C(=O)OC(C)(C)C)[CH:27]=1.[O-]P([O-])([O-])=O.[K+].[K+].[K+].C1(P(C2CCCCC2)C2C=CC=CC=2C2C(OC)=CC=CC=2OC)CCCCC1. (3) Given the product [CH2:50]([S:54]([N:31]1[CH2:32][CH2:33][CH:28]([O:27][C:23]2[N:24]=[CH:25][N:26]=[C:21]([N:17]3[C:18]4[C:14](=[CH:13][C:12]([S:9]([CH3:8])(=[O:10])=[O:11])=[CH:20][CH:19]=4)[CH2:15][CH2:16]3)[CH:22]=2)[CH2:29][CH2:30]1)(=[O:56])=[O:55])[CH2:51][CH2:52][CH3:53], predict the reactants needed to synthesize it. The reactants are: FC(F)(F)C(O)=O.[CH3:8][S:9]([C:12]1[CH:13]=[C:14]2[C:18](=[CH:19][CH:20]=1)[N:17]([C:21]1[N:26]=[CH:25][N:24]=[C:23]([O:27][CH:28]3[CH2:33][CH2:32][N:31](C(OC(C)(C)C)=O)[CH2:30][CH2:29]3)[CH:22]=1)[CH2:16][CH2:15]2)(=[O:11])=[O:10].C(N(C(C)C)CC)(C)C.[CH2:50]([S:54](Cl)(=[O:56])=[O:55])[CH2:51][CH2:52][CH3:53]. (4) The reactants are: Br[C:2]1[CH:7]=[C:6]([C:8]2[N:9]=[C:10]([NH:13][C:14]3[CH:19]=[CH:18][CH:17]=[C:16]([CH3:20])[CH:15]=3)[S:11][CH:12]=2)[CH:5]=[CH:4][N:3]=1.[CH3:21][N:22]1[CH2:27][CH2:26][NH:25][CH2:24][CH2:23]1. Given the product [CH3:20][C:16]1[CH:15]=[C:14]([NH:13][C:10]2[S:11][CH:12]=[C:8]([C:6]3[CH:5]=[CH:4][N:3]=[C:2]([N:25]4[CH2:26][CH2:27][N:22]([CH3:21])[CH2:23][CH2:24]4)[CH:7]=3)[N:9]=2)[CH:19]=[CH:18][CH:17]=1, predict the reactants needed to synthesize it. (5) Given the product [F:20][C:2]([F:1])([F:19])[C:3]1[CH:4]=[CH:5][C:6]([C:9]2[CH:13]=[C:12]([CH2:14][CH2:15][CH2:16][CH2:17][O:18][C:26]3[CH:25]=[C:24]([CH:28]([CH3:29])[C:55]([OH:57])=[O:56])[CH:23]=[CH:22][CH:27]=3)[O:11][N:10]=2)=[CH:7][CH:8]=1, predict the reactants needed to synthesize it. The reactants are: [F:1][C:2]([F:20])([F:19])[C:3]1[CH:8]=[CH:7][C:6]([C:9]2[CH:13]=[C:12]([CH2:14][CH2:15][CH2:16][CH2:17][OH:18])[O:11][N:10]=2)=[CH:5][CH:4]=1.O[C:22]1[CH:23]=[C:24]([CH2:28][CH2:29]C(OC)=O)[CH:25]=[CH:26][CH:27]=1.C1(P(C2C=CC=CC=2)C2C=CC=CC=2)C=CC=CC=1.N(C(OCC)=O)=N[C:55]([O:57]CC)=[O:56].